From a dataset of Full USPTO retrosynthesis dataset with 1.9M reactions from patents (1976-2016). Predict the reactants needed to synthesize the given product. (1) Given the product [Cl:26][C:16]1[CH:15]=[C:14]2[C:19]([C:11]([NH:10][C:8]([NH:7][C:1]3[CH:6]=[CH:5][CH:4]=[CH:3][CH:2]=3)=[O:9])=[N:12][N:13]2[CH2:27][O:28][CH2:29][CH2:30][Si:31]([CH3:34])([CH3:33])[CH3:32])=[CH:18][C:17]=1[C:20]1[CH:25]=[CH:24][CH:23]=[CH:22][CH:21]=1, predict the reactants needed to synthesize it. The reactants are: [C:1]1([N:7]=[C:8]=[O:9])[CH:6]=[CH:5][CH:4]=[CH:3][CH:2]=1.[NH2:10][C:11]1[C:19]2[C:14](=[CH:15][C:16]([Cl:26])=[C:17]([C:20]3[CH:25]=[CH:24][CH:23]=[CH:22][CH:21]=3)[CH:18]=2)[N:13]([CH2:27][O:28][CH2:29][CH2:30][Si:31]([CH3:34])([CH3:33])[CH3:32])[N:12]=1. (2) The reactants are: Br.[Br:2][C:3]1[C:27]([F:28])=[CH:26][C:6]2[O:7][C:8]3[CH:24]=[C:23]([F:25])[CH:22]=[CH:21][C:9]=3[C@H:10]3[C@H:15]([NH:16]C(=O)OC)[CH2:14][CH2:13][CH2:12][N:11]3[C:5]=2[CH:4]=1.[OH-].[Na+]. Given the product [Br:2][C:3]1[C:27]([F:28])=[CH:26][C:6]2[O:7][C:8]3[CH:24]=[C:23]([F:25])[CH:22]=[CH:21][C:9]=3[C@H:10]3[C@H:15]([NH2:16])[CH2:14][CH2:13][CH2:12][N:11]3[C:5]=2[CH:4]=1, predict the reactants needed to synthesize it. (3) Given the product [CH:3]1[C:4]2[C:9]3[N:1]([CH:17]([C:15]([OH:14])=[O:16])[CH:18]=[CH:24][C:8]=3[C:7]([C:10]([OH:12])=[O:11])=[CH:6][CH:5]=2)[CH:2]=1, predict the reactants needed to synthesize it. The reactants are: [NH:1]1[C:9]2[C:4](=[CH:5][CH:6]=[C:7]([C:10]([OH:12])=[O:11])[CH:8]=2)[CH:3]=[CH:2]1.C[O:14][C:15]([C@@H:17]1O[CH2:18]1)=[O:16].[H-].[Na+].Cl.[Si](C=[N+]=[N-])(C)(C)[CH3:24]. (4) Given the product [CH3:34][CH2:33][CH2:32][CH2:31][CH2:30][CH2:29][CH2:28][CH2:27][CH2:26][CH2:25][CH2:24][CH2:23][CH2:22][CH2:21][CH2:20][CH2:19][CH2:18][C:17]([O-:36])=[O:35].[CH3:34][CH2:33][CH2:32][CH2:31][CH2:30][CH2:29][CH2:28][CH2:27][CH2:26][CH2:25][CH2:24][CH2:23][CH2:22][CH2:21][CH2:20][CH2:19][CH2:18][C:17]([O-:36])=[O:35], predict the reactants needed to synthesize it. The reactants are: C(O)CCO.[2H]C(C(O)([2H])[2H])(C(O)([2H])[2H])[2H].[C:17]([OH:36])(=[O:35])[CH2:18][CH2:19][CH2:20][CH2:21][CH2:22][CH2:23][CH2:24][CH2:25][CH2:26][CH2:27][CH2:28][CH2:29][CH2:30][CH2:31][CH2:32][CH2:33][CH3:34].